From a dataset of Reaction yield outcomes from USPTO patents with 853,638 reactions. Predict the reaction yield, written as a fraction of the theoretical maximum amount of product (1.0 means a 100% yield; for example, 0.34 means a 34% yield). (1) The reactants are P([O-])([O-])([O-])=O.[K+].[K+].[K+].[CH3:9][S:10]([C:13]1[CH:18]=[CH:17][C:16](B(O)O)=[CH:15][CH:14]=1)(=[O:12])=[O:11].Br[C:23]1[C:28]([N+:29]([O-:31])=[O:30])=[CH:27][C:26]([Br:32])=[CH:25][N:24]=1. The catalyst is C1COCC1.CCOC(C)=O.C1C=CC(P(C2C=CC=CC=2)[C-]2C=CC=C2)=CC=1.C1C=CC(P(C2C=CC=CC=2)[C-]2C=CC=C2)=CC=1.Cl[Pd]Cl.[Fe+2].C(Cl)Cl. The product is [Br:32][C:26]1[CH:27]=[C:28]([N+:29]([O-:31])=[O:30])[C:23]([C:16]2[CH:17]=[CH:18][C:13]([S:10]([CH3:9])(=[O:12])=[O:11])=[CH:14][CH:15]=2)=[N:24][CH:25]=1. The yield is 0.410. (2) The reactants are [CH:1](/[OH:6])=[CH:2]/[CH2:3][CH2:4][OH:5].CS(O[CH2:12][CH2:13][CH2:14][C:15]([F:39])([F:38])[C:16]([F:37])([F:36])[C:17]([F:35])([F:34])[C:18]([F:33])([F:32])[C:19]([F:31])([F:30])[C:20]([F:29])([F:28])[C:21]([F:27])([F:26])[C:22]([F:25])([F:24])[F:23])(=O)=O.[OH-].[K+].O. The catalyst is [Br-].C([N+](CCCC)(CCCC)CCCC)CCC.CN(C=O)C. The product is [F:38][C:15]([F:39])([CH2:14][CH2:13][CH2:12][O:6][CH2:1][CH2:2][CH:3]=[CH:4][OH:5])[C:16]([F:36])([F:37])[C:17]([F:34])([F:35])[C:18]([F:32])([F:33])[C:19]([F:30])([F:31])[C:20]([F:29])([F:28])[C:21]([F:27])([F:26])[C:22]([F:25])([F:24])[F:23]. The yield is 0.700. (3) The reactants are Br[C:2]1[CH:7]=[CH:6][CH:5]=[C:4]([Br:8])[CH:3]=1.[NH:9]1[CH2:13][CH2:12][C@@H:11]([CH2:14][NH:15][C:16](=[O:22])[O:17][C:18]([CH3:21])([CH3:20])[CH3:19])[CH2:10]1.C1C=CC(P(C2C(C3C(P(C4C=CC=CC=4)C4C=CC=CC=4)=CC=C4C=3C=CC=C4)=C3C(C=CC=C3)=CC=2)C2C=CC=CC=2)=CC=1.CC(C)([O-])C.[Na+]. The catalyst is C1(C)C=CC=CC=1.O.CCOC(C)=O.C1C=CC(/C=C/C(/C=C/C2C=CC=CC=2)=O)=CC=1.C1C=CC(/C=C/C(/C=C/C2C=CC=CC=2)=O)=CC=1.C1C=CC(/C=C/C(/C=C/C2C=CC=CC=2)=O)=CC=1.[Pd].[Pd]. The product is [Br:8][C:4]1[CH:3]=[C:2]([N:9]2[CH2:13][CH2:12][C@H:11]([CH2:14][NH:15][C:16](=[O:22])[O:17][C:18]([CH3:20])([CH3:19])[CH3:21])[CH2:10]2)[CH:7]=[CH:6][CH:5]=1. The yield is 0.590. (4) The reactants are [CH3:1][O:2][C:3]([C:5]1[N:9]=[CH:8][N:7]([C:10]2[CH:15]=[CH:14][C:13]([C:16]#[N:17])=[CH:12][C:11]=2[C:18]2[N:22]([C:23]([CH3:26])([CH3:25])[CH3:24])[C:21]3[CH:27]=[CH:28][C:29]([C:31]4[CH:32]=[N:33][C:34]([NH2:37])=[N:35][CH:36]=4)=[CH:30][C:20]=3[N:19]=2)[N:6]=1)=[O:4].[H-].[CH2:39]([Al+]CC(C)C)[CH:40](C)[CH3:41].[NH4+].[Cl-]. The catalyst is C1COCC1. The product is [CH2:1]([O:2][C:3]([C:5]1[N:9]=[CH:8][N:7]([C:10]2[CH:15]=[CH:14][C:13]([C:16]#[N:17])=[CH:12][C:11]=2[C:18]2[N:22]([C:23]([CH3:26])([CH3:24])[CH3:25])[C:21]3[CH:27]=[CH:28][C:29]([C:31]4[CH:36]=[N:35][C:34]([NH2:37])=[N:33][CH:32]=4)=[CH:30][C:20]=3[N:19]=2)[N:6]=1)=[O:4])[CH:40]([CH3:41])[CH3:39]. The yield is 0.260. (5) The reactants are [F:1][C:2]1[CH:10]=[C:9]2[C:5]([C:6]([C:20]3[CH:21]=[N:22][N:23]([CH2:25][CH:26]4[CH2:31][CH2:30][NH:29][CH2:28][CH2:27]4)[CH:24]=3)=[CH:7][N:8]2[S:11]([C:14]2[CH:19]=[CH:18][CH:17]=[CH:16][CH:15]=2)(=[O:13])=[O:12])=[CH:4][CH:3]=1.CCN(CC)CC.FC(F)(F)S(O[CH2:45][C:46]([F:49])([F:48])[F:47])(=O)=O. The catalyst is C1(C)C=CC=CC=1. The product is [F:1][C:2]1[CH:10]=[C:9]2[C:5]([C:6]([C:20]3[CH:21]=[N:22][N:23]([CH2:25][CH:26]4[CH2:31][CH2:30][N:29]([CH2:45][C:46]([F:49])([F:48])[F:47])[CH2:28][CH2:27]4)[CH:24]=3)=[CH:7][N:8]2[S:11]([C:14]2[CH:15]=[CH:16][CH:17]=[CH:18][CH:19]=2)(=[O:12])=[O:13])=[CH:4][CH:3]=1. The yield is 0.840. (6) The reactants are [Br:1][C:2]1[CH:3]=[CH:4][C:5]([N:8]2[C:12]([C:14]([F:17])([F:16])[F:15])(O)[CH2:11][C:10]([C:18]3[O:19][CH:20]=CC=3)=[N:9]2)=[N:6][CH:7]=1.FC(F)(F)C(=O)C=C(C1OC=CC=1)OC.BrC1C=C[C:42]([NH:45][NH2:46])=NC=1.BrC1C=CC(Br)=CN=1.[OH2:55].NN. The catalyst is C(Cl)(Cl)Cl.O. The product is [Br:1][C:2]1[CH:3]=[CH:4][C:5]([N:8]2[C:12]([C:14]([F:15])([F:16])[F:17])=[CH:11][C:10]([C:18]3[O:19][C:20](=[O:55])[N:45]([CH3:42])[N:46]=3)=[N:9]2)=[N:6][CH:7]=1. The yield is 0.400. (7) The product is [NH:21]1[CH:25]=[CH:24][N:23]=[C:22]1[C:3]1([CH2:6][NH2:7])[CH2:5][CH2:4]1. The yield is 1.00. The reactants are C([C:3]1([CH2:6][NH:7]C(=O)OC(C)(C)C)[CH2:5][CH2:4]1)=O.[OH-].[NH4+].C(=O)C=O.[NH:21]1[CH:25]=[CH:24][N:23]=[CH:22]1. The catalyst is CO. (8) The reactants are [NH:1]1[CH:5]=[CH:4][N:3]=[C:2]1[C:6]1[CH2:11][CH2:10][N:9]([C:12]([O:14][C:15]([CH3:18])([CH3:17])[CH3:16])=[O:13])[CH2:8][CH:7]=1. The catalyst is [Pd].C(O)C. The product is [NH:1]1[CH:5]=[CH:4][N:3]=[C:2]1[CH:6]1[CH2:7][CH2:8][N:9]([C:12]([O:14][C:15]([CH3:18])([CH3:17])[CH3:16])=[O:13])[CH2:10][CH2:11]1. The yield is 0.990. (9) The product is [C:1]([O:5][C:6]([N:8]1[CH2:12][C:11](=[CH2:21])[CH:10]2[O:14][CH2:15][C:16]([O:17][CH3:18])([O:19][CH3:20])[CH:9]12)=[O:7])([CH3:2])([CH3:3])[CH3:4]. The yield is 0.480. The reactants are [C:1]([O:5][C:6]([N:8]1[CH2:12][C:11](=O)[CH:10]2[O:14][CH2:15][C:16]([O:19][CH3:20])([O:17][CH3:18])[CH:9]12)=[O:7])([CH3:4])([CH3:3])[CH3:2].[CH3:21]C([O-])(C)C.[K+].C(OCC)C. The catalyst is C1COCC1.[Br-].C[P+](C1C=CC=CC=1)(C1C=CC=CC=1)C1C=CC=CC=1.